Dataset: Catalyst prediction with 721,799 reactions and 888 catalyst types from USPTO. Task: Predict which catalyst facilitates the given reaction. (1) Reactant: [CH3:1][O:2][C:3]1[C:4](=[O:36])[C:5]([CH3:35])=[C:6]([CH2:12][C:13]2[CH:14]=[CH:15][C:16]([O:31]C(=O)C)=[C:17]([CH:30]=2)[C:18]([NH:20][C:21]2[CH:29]=[CH:28][C:24]([C:25]([OH:27])=[O:26])=[CH:23][CH:22]=2)=[O:19])[C:7](=[O:11])[C:8]=1[O:9][CH3:10].C(=O)([O-])O.[Na+]. Product: [CH3:1][O:2][C:3]1[C:4](=[O:36])[C:5]([CH3:35])=[C:6]([CH2:12][C:13]2[CH:14]=[CH:15][C:16]([OH:31])=[C:17]([CH:30]=2)[C:18]([NH:20][C:21]2[CH:29]=[CH:28][C:24]([C:25]([OH:27])=[O:26])=[CH:23][CH:22]=2)=[O:19])[C:7](=[O:11])[C:8]=1[O:9][CH3:10]. The catalyst class is: 240. (2) The catalyst class is: 361. Reactant: [NH2:1][C:2]1[CH:7]=[C:6]([Cl:8])[N:5]=[C:4](Cl)[N:3]=1.[CH3:10][N:11]1[CH:15]=[C:14]([NH2:16])[CH:13]=[N:12]1. Product: [Cl:8][C:6]1[N:5]=[C:4]([NH:16][C:14]2[CH:13]=[N:12][N:11]([CH3:10])[CH:15]=2)[N:3]=[C:2]([NH2:1])[CH:7]=1. (3) Reactant: Cl[C:2]1[CH:10]=[C:9]([NH:11][C@H:12]2[CH2:17][CH2:16][C@@H:15]([OH:18])[CH2:14][CH2:13]2)[C:5]([C:6]([NH2:8])=[O:7])=[CH:4][N:3]=1.[NH2:19][C:20]1[CH:25]=[CH:24][C:23]([N:26]2[CH2:31][CH2:30][N:29]([C:32](=[O:34])[CH3:33])[CH2:28][CH2:27]2)=[CH:22][CH:21]=1.O.O.O.[O-]C1C=CC=CC=1.[Na+].CC1(C)C2C(=C(P(C3C=CC=CC=3)C3C=CC=CC=3)C=CC=2)OC2C(P(C3C=CC=CC=3)C3C=CC=CC=3)=CC=CC1=2. Product: [C:32]([N:29]1[CH2:28][CH2:27][N:26]([C:23]2[CH:24]=[CH:25][C:20]([NH:19][C:2]3[CH:10]=[C:9]([NH:11][C@H:12]4[CH2:17][CH2:16][C@@H:15]([OH:18])[CH2:14][CH2:13]4)[C:5]([C:6]([NH2:8])=[O:7])=[CH:4][N:3]=3)=[CH:21][CH:22]=2)[CH2:31][CH2:30]1)(=[O:34])[CH3:33]. The catalyst class is: 62. (4) Reactant: Cl[C:2]1[N:11]=[C:10]([C:12]2[CH:17]=[CH:16][C:15]([N:18]([CH3:20])[CH3:19])=[C:14]([CH3:21])[CH:13]=2)[CH:9]=[C:8]2[C:3]=1[CH:4]=[CH:5][CH:6]=[N:7]2.[CH3:22][O-:23].[Na+]. Product: [CH3:22][O:23][C:2]1[N:11]=[C:10]([C:12]2[CH:17]=[CH:16][C:15]([N:18]([CH3:20])[CH3:19])=[C:14]([CH3:21])[CH:13]=2)[CH:9]=[C:8]2[C:3]=1[CH:4]=[CH:5][CH:6]=[N:7]2. The catalyst class is: 44. (5) Reactant: C(O[C:6]([C:8]1[N:9]=[CH:10][C:11]2[C:16]([C:17]=1[OH:18])=[CH:15][CH:14]=[C:13]([S:19][C:20]1[CH:25]=[CH:24][CH:23]=[CH:22][CH:21]=1)[CH:12]=2)=[O:7])CCC.[NH2:26][C@H:27]([C:29]([OH:31])=[O:30])[CH3:28]. Product: [OH:18][C:17]1[C:16]2[C:11](=[CH:12][C:13]([S:19][C:20]3[CH:21]=[CH:22][CH:23]=[CH:24][CH:25]=3)=[CH:14][CH:15]=2)[CH:10]=[N:9][C:8]=1[C:6]([NH:26][C@@H:27]([CH3:28])[C:29]([OH:31])=[O:30])=[O:7]. The catalyst class is: 779. (6) Reactant: [H-].[Na+].[N:3]1[CH:8]=[CH:7][CH:6]=[CH:5][C:4]=1[CH2:9][O:10][C:11]1[CH:16]=[CH:15][C:14]([C:17]2([C:24]3[CH:29]=[CH:28][C:27]([C:30]4[NH:34][C:33](=[O:35])[O:32][N:31]=4)=[CH:26][CH:25]=3)[CH2:22][CH:21]3[CH2:23][CH:18]2[CH2:19][CH2:20]3)=[CH:13][CH:12]=1.[CH2:36](I)[CH3:37]. Product: [CH2:36]([N:34]1[C:33](=[O:35])[O:32][N:31]=[C:30]1[C:27]1[CH:28]=[CH:29][C:24]([C:17]2([C:14]3[CH:15]=[CH:16][C:11]([O:10][CH2:9][C:4]4[CH:5]=[CH:6][CH:7]=[CH:8][N:3]=4)=[CH:12][CH:13]=3)[CH2:22][CH:21]3[CH2:23][CH:18]2[CH2:19][CH2:20]3)=[CH:25][CH:26]=1)[CH3:37]. The catalyst class is: 3. (7) Reactant: [F:1][C:2]1[CH:3]=[C:4]([N:8]2[CH2:12][C@H:11]([CH2:13]OS(C)(=O)=O)[O:10][C:9]2=[O:19])[CH:5]=[CH:6][CH:7]=1.[C:20]1(=[O:30])[NH:24][C:23](=[O:25])[C:22]2=[CH:26][CH:27]=[CH:28][CH:29]=[C:21]12.[K]. Product: [F:1][C:2]1[CH:3]=[C:4]([N:8]2[CH2:12][C@@H:11]([CH2:13][N:24]3[C:20](=[O:30])[C:21]4[C:22](=[CH:26][CH:27]=[CH:28][CH:29]=4)[C:23]3=[O:25])[O:10][C:9]2=[O:19])[CH:5]=[CH:6][CH:7]=1. The catalyst class is: 3.